From a dataset of Reaction yield outcomes from USPTO patents with 853,638 reactions. Predict the reaction yield, written as a fraction of the theoretical maximum amount of product (1.0 means a 100% yield; for example, 0.34 means a 34% yield). The reactants are COC1C=CC(C[N:8](CC2C=CC(OC)=CC=2)[C:9]2[N:14]=[CH:13][C:12]([C:15]3[C:16]4[CH2:29][CH2:28][N:27]([C:30]5[CH:35]=[CH:34][C:33]([CH2:36][CH2:37][C:38](O)=[O:39])=[CH:32][CH:31]=5)[C:17]=4[N:18]=[C:19]([N:21]4[CH2:26][CH2:25][O:24][CH2:23][CH2:22]4)[N:20]=3)=[CH:11][N:10]=2)=CC=1.[N:52]1([CH2:58][CH2:59][OH:60])[CH2:57][CH2:56][NH:55][CH2:54][CH2:53]1. No catalyst specified. The product is [NH2:8][C:9]1[N:14]=[CH:13][C:12]([C:15]2[C:16]3[CH2:29][CH2:28][N:27]([C:30]4[CH:35]=[CH:34][C:33]([CH2:36][CH2:37][C:38]([N:55]5[CH2:56][CH2:57][N:52]([CH2:58][CH2:59][OH:60])[CH2:53][CH2:54]5)=[O:39])=[CH:32][CH:31]=4)[C:17]=3[N:18]=[C:19]([N:21]3[CH2:22][CH2:23][O:24][CH2:25][CH2:26]3)[N:20]=2)=[CH:11][N:10]=1. The yield is 0.250.